This data is from NCI-60 drug combinations with 297,098 pairs across 59 cell lines. The task is: Regression. Given two drug SMILES strings and cell line genomic features, predict the synergy score measuring deviation from expected non-interaction effect. (1) Drug 1: CC1=C(C=C(C=C1)NC2=NC=CC(=N2)N(C)C3=CC4=NN(C(=C4C=C3)C)C)S(=O)(=O)N.Cl. Drug 2: CC12CCC3C(C1CCC2O)C(CC4=C3C=CC(=C4)O)CCCCCCCCCS(=O)CCCC(C(F)(F)F)(F)F. Cell line: MOLT-4. Synergy scores: CSS=10.2, Synergy_ZIP=3.74, Synergy_Bliss=9.82, Synergy_Loewe=7.45, Synergy_HSA=7.41. (2) Drug 1: CC12CCC(CC1=CCC3C2CCC4(C3CC=C4C5=CN=CC=C5)C)O. Drug 2: CC1=C(C(=O)C2=C(C1=O)N3CC4C(C3(C2COC(=O)N)OC)N4)N. Cell line: NCI-H322M. Synergy scores: CSS=20.9, Synergy_ZIP=-0.436, Synergy_Bliss=5.02, Synergy_Loewe=-0.0511, Synergy_HSA=2.56. (3) Drug 1: CC1C(C(CC(O1)OC2CC(CC3=C2C(=C4C(=C3O)C(=O)C5=C(C4=O)C(=CC=C5)OC)O)(C(=O)CO)O)N)O.Cl. Drug 2: CCC1(CC2CC(C3=C(CCN(C2)C1)C4=CC=CC=C4N3)(C5=C(C=C6C(=C5)C78CCN9C7C(C=CC9)(C(C(C8N6C)(C(=O)OC)O)OC(=O)C)CC)OC)C(=O)OC)O.OS(=O)(=O)O. Cell line: MDA-MB-231. Synergy scores: CSS=17.6, Synergy_ZIP=-8.32, Synergy_Bliss=-0.878, Synergy_Loewe=-4.54, Synergy_HSA=-1.53. (4) Cell line: BT-549. Drug 1: CC1=C2C(C(=O)C3(C(CC4C(C3C(C(C2(C)C)(CC1OC(=O)C(C(C5=CC=CC=C5)NC(=O)C6=CC=CC=C6)O)O)OC(=O)C7=CC=CC=C7)(CO4)OC(=O)C)O)C)OC(=O)C. Drug 2: CC1=C(N=C(N=C1N)C(CC(=O)N)NCC(C(=O)N)N)C(=O)NC(C(C2=CN=CN2)OC3C(C(C(C(O3)CO)O)O)OC4C(C(C(C(O4)CO)O)OC(=O)N)O)C(=O)NC(C)C(C(C)C(=O)NC(C(C)O)C(=O)NCCC5=NC(=CS5)C6=NC(=CS6)C(=O)NCCC[S+](C)C)O. Synergy scores: CSS=20.3, Synergy_ZIP=-8.08, Synergy_Bliss=-4.50, Synergy_Loewe=-2.70, Synergy_HSA=-1.40. (5) Drug 1: C1C(C(OC1N2C=NC(=NC2=O)N)CO)O. Drug 2: COCCOC1=C(C=C2C(=C1)C(=NC=N2)NC3=CC=CC(=C3)C#C)OCCOC.Cl. Cell line: DU-145. Synergy scores: CSS=8.88, Synergy_ZIP=-5.92, Synergy_Bliss=-5.28, Synergy_Loewe=-5.87, Synergy_HSA=-1.76. (6) Drug 1: C1=NC2=C(N1)C(=S)N=CN2. Drug 2: B(C(CC(C)C)NC(=O)C(CC1=CC=CC=C1)NC(=O)C2=NC=CN=C2)(O)O. Synergy scores: CSS=75.4, Synergy_ZIP=-5.29, Synergy_Bliss=-3.82, Synergy_Loewe=-15.2, Synergy_HSA=-3.36. Cell line: NCI-H522. (7) Drug 1: C1=CC(=CC=C1CC(C(=O)O)N)N(CCCl)CCCl.Cl. Drug 2: B(C(CC(C)C)NC(=O)C(CC1=CC=CC=C1)NC(=O)C2=NC=CN=C2)(O)O. Cell line: BT-549. Synergy scores: CSS=11.5, Synergy_ZIP=-3.26, Synergy_Bliss=-0.945, Synergy_Loewe=-6.55, Synergy_HSA=-2.50. (8) Synergy scores: CSS=0.762, Synergy_ZIP=-6.66, Synergy_Bliss=-5.72, Synergy_Loewe=-8.70, Synergy_HSA=-7.36. Drug 1: C1=CC(=CC=C1CCCC(=O)O)N(CCCl)CCCl. Cell line: HT29. Drug 2: B(C(CC(C)C)NC(=O)C(CC1=CC=CC=C1)NC(=O)C2=NC=CN=C2)(O)O. (9) Drug 1: CC1=C(C=C(C=C1)C(=O)NC2=CC(=CC(=C2)C(F)(F)F)N3C=C(N=C3)C)NC4=NC=CC(=N4)C5=CN=CC=C5. Drug 2: C1C(C(OC1N2C=NC(=NC2=O)N)CO)O. Cell line: DU-145. Synergy scores: CSS=5.74, Synergy_ZIP=1.89, Synergy_Bliss=8.73, Synergy_Loewe=-30.1, Synergy_HSA=2.90.